From a dataset of Reaction yield outcomes from USPTO patents with 853,638 reactions. Predict the reaction yield, written as a fraction of the theoretical maximum amount of product (1.0 means a 100% yield; for example, 0.34 means a 34% yield). (1) The catalyst is ClCCl.C1C=CC(P(C2C=CC=CC=2)C2C=CC=CC=2)=CC=1.C1C=CC(P(C2C=CC=CC=2)C2C=CC=CC=2)=CC=1.Cl[Pd]Cl.[Cu]I. The reactants are [CH3:1][O:2][C:3](=[O:22])[CH2:4][C:5]1[CH:10]=[C:9]([Br:11])[C:8]([O:12][C:13]2[CH:18]=[CH:17][C:16]([OH:19])=[C:15](I)[CH:14]=2)=[C:7]([Br:21])[CH:6]=1.[C:23]1([C:29]#[CH:30])[CH:28]=[CH:27][CH:26]=[CH:25][CH:24]=1.C(N(CC)CC)C. The product is [CH3:1][O:2][C:3](=[O:22])[CH2:4][C:5]1[CH:10]=[C:9]([Br:11])[C:8]([O:12][C:13]2[CH:18]=[CH:17][C:16]3[O:19][C:29]([C:23]4[CH:28]=[CH:27][CH:26]=[CH:25][CH:24]=4)=[CH:30][C:15]=3[CH:14]=2)=[C:7]([Br:21])[CH:6]=1. The yield is 0.860. (2) The reactants are [CH3:1][N:2]([CH2:7][C:8]1[N:9]([CH3:17])[C:10]2[C:15]([CH:16]=1)=[CH:14][CH:13]=[CH:12][CH:11]=2)[C:3](=[O:6])[CH:4]=[CH2:5].Br[C:19]1[CH:29]=[N:28][C:22]2[NH:23][C:24](=[O:27])[O:25][CH2:26][C:21]=2[CH:20]=1.CCN(C(C)C)C(C)C.C1(C)C=CC=CC=1P(C1C=CC=CC=1C)C1C=CC=CC=1C. The catalyst is C(#N)CC.C([O-])(=O)C.[Pd+2].C([O-])(=O)C. The product is [CH3:1][N:2]([CH2:7][C:8]1[N:9]([CH3:17])[C:10]2[C:15]([CH:16]=1)=[CH:14][CH:13]=[CH:12][CH:11]=2)[C:3](=[O:6])/[CH:4]=[CH:5]/[C:19]1[CH:29]=[N:28][C:22]2[NH:23][C:24](=[O:27])[O:25][CH2:26][C:21]=2[CH:20]=1. The yield is 0.550. (3) The reactants are [C:1]([O:5][C:6]([N:8]1[CH2:13][CH2:12][N:11]([C:14]([C:16]2[CH:17]=[C:18]3[C:22](=[CH:23][CH:24]=2)[NH:21][CH:20]=[CH:19]3)=[O:15])[CH2:10][CH2:9]1)=[O:7])([CH3:4])([CH3:3])[CH3:2].[C:25]([O:29][C:30](O[C:30]([O:29][C:25]([CH3:28])([CH3:27])[CH3:26])=[O:31])=[O:31])([CH3:28])([CH3:27])[CH3:26]. The catalyst is C(#N)C.CN(C1C=CN=CC=1)C. The product is [C:1]([O:5][C:6]([N:8]1[CH2:13][CH2:12][N:11]([C:14]([C:16]2[CH:17]=[C:18]3[C:22](=[CH:23][CH:24]=2)[N:21]([C:30]([O:29][C:25]([CH3:28])([CH3:27])[CH3:26])=[O:31])[CH:20]=[CH:19]3)=[O:15])[CH2:10][CH2:9]1)=[O:7])([CH3:4])([CH3:2])[CH3:3]. The yield is 0.610.